This data is from Experimentally validated miRNA-target interactions with 360,000+ pairs, plus equal number of negative samples. The task is: Binary Classification. Given a miRNA mature sequence and a target amino acid sequence, predict their likelihood of interaction. (1) The miRNA is hsa-miR-208a-3p with sequence AUAAGACGAGCAAAAAGCUUGU. The protein sequence of the target gene is MDNVQPKIKHRPFCFSVKGHVKMLRLALTVTSMTFFIIAQAPEPYIVITGFEVTVILFFILLYVLRLDRLMKWLFWPLLDIINSLVTTVFMLIVSVLALIPETTTLTVGGGVFALVTAVCCLADGALIYRKLLFNPSGPYQKKPVHEKKEVL. Result: 0 (no interaction). (2) The miRNA is hsa-miR-26b-5p with sequence UUCAAGUAAUUCAGGAUAGGU. The protein sequence of the target gene is MSVSARSAAAEERSVNSSTMVAQQKNLEGYVGFANLPNQVYRKSVKRGFEFTLMVVGESGLGKSTLINSLFLTDLYSPEYPGPSHRIKKTVQVEQSKVLIKEGGVQLLLTIVDTPGFGDAVDNSNCWQPVIDYIDSKFEDYLNAESRVNRRQMPDNRVQCCLYFIAPSGHGLKPLDIEFMKRLHEKVNIIPLIAKADTLTPEECQQFKKQIMKEIQEHKIKIYEFPETDDEEENKLVKKIKDRLPLAVVGSNTIIEVNGKRVRGRQYPWGVAEVENGEHCDFTILRNMLIRTHMQDLKDV.... Result: 1 (interaction). (3) The miRNA is hsa-miR-597-5p with sequence UGUGUCACUCGAUGACCACUGU. The protein sequence of the target gene is MRLRNGTVATALVFVTSFLTLSWYTTWQNGKEKLIAYQREFLALKERLRVAEHRISQRSSELNTIVQQFRRAGAETNGSKTALSTISDNTIKLLKELTSKKSLRVPSIYYHLPHLLQNERSLQPAVQIGSGRTGVSIVMGIPTVKREVKSYLVETLHSLIDNLYPEEKLDCVIVVFIGETDLDYVHSVVANLEKEFSREISSGLLEIISPPESYYPDLTNLKETFGDSKERVRWRTKQNLDYCFLMMYAQEKGIYYIQLEDDIIVKQNYFNTIKNFALQLSSEEWMILEFSQLGFIGKMF.... Result: 0 (no interaction). (4) The miRNA is rno-miR-99a-5p with sequence AACCCGUAGAUCCGAUCUUGUG. The protein sequence of the target gene is MSQLRLLPSRLGVQAARLLAAHDVPVFGWRSRSSGPPATFPSSKGGGGSSYMEEMYFAWLENPQSVHKSWDSFFREASEEAFSGSAQPRPPSVVHESRSAVSSRTKTSKLVEDHLAVQSLIRAYQIRGHHVAQLDPLGILDADLDSFVPSDLITTIDKLAFYDLQEADLDKEFQLPTTTFIGGSENTLSLREIIRRLENTYCQHIGLEFMFINDVEQCQWIRQKFETPGVMQFSSEEKRTLLARLVRSMRFEDFLARKWSSEKRFGLEGCEVMIPALKTIIDKSSEMGIENVILGMPHRG.... Result: 0 (no interaction). (5) The miRNA is hsa-miR-484 with sequence UCAGGCUCAGUCCCCUCCCGAU. The protein sequence of the target gene is MRYVASYLLAALGGNSSPSAKDIKKILDSVGIEADDDRLNKVISELNGKNIEDVIAQGIGKLASVPAGGAVAVSAAPGSAAPAAGSAPAAAEEKKDEKKEESEESDDDMGFGLFD. Result: 1 (interaction).